Dataset: hERG channel blocking data for cardiac toxicity assessment. Task: Regression/Classification. Given a drug SMILES string, predict its toxicity properties. Task type varies by dataset: regression for continuous values (e.g., LD50, hERG inhibition percentage) or binary classification for toxic/non-toxic outcomes (e.g., AMES mutagenicity, cardiotoxicity, hepatotoxicity). Dataset: herg. (1) The compound is COc1ncccc1C(=O)N1CC[C@H]([NH2+]Cc2cncn2Cc2ccc(C#N)cc2)C1=O. The result is 1 (blocker). (2) The molecule is CCS(=O)(=O)C[NH2+][C@@H]1c2cc(C[NH3+])ccc2OC(C)(C)[C@H]1O. The result is 1 (blocker). (3) The drug is CS(=O)(=O)N1CCN(Cc2ccc3c(c2)CC[C@H](N2CCN(CCc4ccc(F)cc4)CC2=O)C3)CC1. The result is 1 (blocker). (4) The molecule is CCCCCCC[N+](CC)(CC)CCCCc1ccc(Cl)cc1. The result is 1 (blocker). (5) The compound is COC(=O)c1ccc(-n2cc(C3CCN(CCN4CCNC4=O)CC3)c3cc(Cl)ccc32)cc1. The result is 1 (blocker). (6) The molecule is Cc1ccc(-c2nc(NC(=O)CN3CCC(CN(C)C)CC3)cc(-n3nccc3C)n2)o1. The result is 1 (blocker). (7) The molecule is CC(C)[C@@H](N)C(=O)N1CC(c2cc(F)ccc2F)=C[C@@H]1c1ccccc1. The result is 1 (blocker).